From a dataset of Forward reaction prediction with 1.9M reactions from USPTO patents (1976-2016). Predict the product of the given reaction. (1) The product is: [CH2:8]([S:12]([N:18]1[CH2:19][C@H:20]2[CH2:27][CH2:28][C@@H:17]1[C@H:22]([C:23]([O:25][CH3:26])=[O:24])[CH2:21]2)(=[O:14])=[O:13])[CH2:9][CH2:10][CH3:11]. Given the reactants C(N(CC)CC)C.[CH2:8]([S:12](Cl)(=[O:14])=[O:13])[CH2:9][CH2:10][CH3:11].I.[CH:17]12[CH2:28][CH2:27][CH:20]([CH2:21][CH:22]1[C:23]([O:25][CH3:26])=[O:24])[CH2:19][NH:18]2, predict the reaction product. (2) Given the reactants [CH2:1]([O:3][C:4](=[O:17])[C:5](=O)[C:6]1[CH:11]=[CH:10][C:9]([C:12]([F:15])([F:14])[F:13])=[CH:8][CH:7]=1)[CH3:2].C1(P(C2C=CC=CC=2)C2C=CC=CC=2)C=CC=CC=1.C(#N)C.[C:40](Cl)(Cl)([Cl:42])[Cl:41], predict the reaction product. The product is: [CH2:1]([O:3][C:4](=[O:17])[C:5]([C:6]1[CH:11]=[CH:10][C:9]([C:12]([F:15])([F:14])[F:13])=[CH:8][CH:7]=1)=[C:40]([Cl:42])[Cl:41])[CH3:2].